Dataset: Reaction yield outcomes from USPTO patents with 853,638 reactions. Task: Predict the reaction yield, written as a fraction of the theoretical maximum amount of product (1.0 means a 100% yield; for example, 0.34 means a 34% yield). (1) The reactants are [O:1]=[S:2]1(=[O:17])[CH2:7][CH2:6][N:5]([C:8]2[CH:9]=[C:10]([CH:14]=[CH:15][CH:16]=2)[C:11]([OH:13])=[O:12])[CH2:4][CH2:3]1.S(=O)(=O)(O)O.[CH3:23]O. No catalyst specified. The product is [O:17]=[S:2]1(=[O:1])[CH2:3][CH2:4][N:5]([C:8]2[CH:9]=[C:10]([CH:14]=[CH:15][CH:16]=2)[C:11]([O:13][CH3:23])=[O:12])[CH2:6][CH2:7]1. The yield is 0.900. (2) The product is [CH:2]([CH2:6][CH2:7][C:8]1[CH:16]=[CH:15][C:11]([C:12]([NH2:14])=[O:13])=[CH:10][CH:9]=1)=[O:1]. The reactants are [O:1]1CCO[CH:2]1[CH2:6][CH2:7][C:8]1[CH:16]=[CH:15][C:11]([C:12]([NH2:14])=[O:13])=[CH:10][CH:9]=1.Cl. The yield is 0.980. The catalyst is C1COCC1.